Dataset: Catalyst prediction with 721,799 reactions and 888 catalyst types from USPTO. Task: Predict which catalyst facilitates the given reaction. (1) The catalyst class is: 18. Reactant: [C:1]([N:8]1[CH2:11][CH:10]([C:12]([OH:14])=O)[CH2:9]1)([O:3][C:4]([CH3:7])([CH3:6])[CH3:5])=[O:2].Cl.[CH3:16][NH:17][O:18][CH3:19].C(Cl)CCl.C1C=CC2N(O)N=NC=2C=1.CCN(C(C)C)C(C)C. Product: [CH3:19][O:18][N:17]([CH3:16])[C:12]([CH:10]1[CH2:9][N:8]([C:1]([O:3][C:4]([CH3:5])([CH3:6])[CH3:7])=[O:2])[CH2:11]1)=[O:14]. (2) Reactant: [CH:1]([C:3]1[CH:17]=[CH:16][C:6]([O:7][C:8]([CH3:15])([CH3:14])[C:9]([O:11][CH2:12][CH3:13])=[O:10])=[C:5]([CH3:18])[CH:4]=1)=O.[F:19][C:20]([F:30])([F:29])[C:21]1[CH:28]=[CH:27][C:24]([CH2:25][NH2:26])=[CH:23][CH:22]=1.C(O[BH-](OC(=O)C)OC(=O)C)(=O)C.[Na+]. The catalyst class is: 2. Product: [CH3:14][C:8]([O:7][C:6]1[CH:16]=[CH:17][C:3]([CH2:1][NH:26][CH2:25][C:24]2[CH:23]=[CH:22][C:21]([C:20]([F:19])([F:29])[F:30])=[CH:28][CH:27]=2)=[CH:4][C:5]=1[CH3:18])([CH3:15])[C:9]([O:11][CH2:12][CH3:13])=[O:10]. (3) Reactant: [F:1][C:2]1[CH:7]=[CH:6][C:5]([C:8]2[S:12][C:11]([CH2:13][OH:14])=[N:10][C:9]=2[C:15]([OH:17])=O)=[CH:4][CH:3]=1.CCN=C=NCCCN(C)C.Cl.ON1C2C=CC=CC=2N=N1.[F:40][C:41]1[C:56]([F:57])=[CH:55][C:44]2[NH:45][C:46]([CH2:48][CH:49]3[CH2:54][CH2:53][CH2:52][CH2:51][NH:50]3)=[N:47][C:43]=2[CH:42]=1. Product: [F:40][C:41]1[C:56]([F:57])=[CH:55][C:44]2[NH:45][C:46]([CH2:48][CH:49]3[CH2:54][CH2:53][CH2:52][CH2:51][N:50]3[C:15]([C:9]3[N:10]=[C:11]([CH2:13][OH:14])[S:12][C:8]=3[C:5]3[CH:4]=[CH:3][C:2]([F:1])=[CH:7][CH:6]=3)=[O:17])=[N:47][C:43]=2[CH:42]=1. The catalyst class is: 3.